Dataset: Forward reaction prediction with 1.9M reactions from USPTO patents (1976-2016). Task: Predict the product of the given reaction. Given the reactants [CH3:1][O:2][C:3]1[CH:4]=[C:5]([C:13]2[CH:18]=[CH:17][C:16]([N:19]([CH2:44][CH3:45])[CH2:20][CH2:21][CH2:22][N:23]([C:26]3[CH:27]=[CH:28][C:29]([C:32]4[CH:37]=[C:36]([O:38][CH3:39])[C:35]([O:40][CH3:41])=[C:34]([O:42][CH3:43])[CH:33]=4)=[N:30][CH:31]=3)[CH2:24][CH3:25])=[CH:15][N:14]=2)[CH:6]=[C:7]([O:11][CH3:12])[C:8]=1[O:9][CH3:10].[CH3:46][S:47]([OH:50])(=[O:49])=[O:48], predict the reaction product. The product is: [CH3:46][S:47]([OH:50])(=[O:49])=[O:48].[CH3:46][S:47]([OH:50])(=[O:49])=[O:48].[CH3:39][O:38][C:36]1[CH:37]=[C:32]([C:29]2[CH:28]=[CH:27][C:26]([N:23]([CH2:24][CH3:25])[CH2:22][CH2:21][CH2:20][N:19]([C:16]3[CH:17]=[CH:18][C:13]([C:5]4[CH:4]=[C:3]([O:2][CH3:1])[C:8]([O:9][CH3:10])=[C:7]([O:11][CH3:12])[CH:6]=4)=[N:14][CH:15]=3)[CH2:44][CH3:45])=[CH:31][N:30]=2)[CH:33]=[C:34]([O:42][CH3:43])[C:35]=1[O:40][CH3:41].